From a dataset of Catalyst prediction with 721,799 reactions and 888 catalyst types from USPTO. Predict which catalyst facilitates the given reaction. (1) The catalyst class is: 1. Reactant: [NH2:1][C:2]([C:4]1[C:5]2[CH:6]3[CH2:21][CH:9]([C:10]=2[N:11]([C:13]2[CH:18]=[CH:17][C:16]([F:19])=[CH:15][C:14]=2[F:20])[N:12]=1)[CH2:8][CH2:7]3)=[S:3].[CH2:22](Br)[C:23]([C:25]1[CH:30]=[CH:29][CH:28]=[CH:27][CH:26]=1)=O. Product: [F:20][C:14]1[CH:15]=[C:16]([F:19])[CH:17]=[CH:18][C:13]=1[N:11]1[C:10]2[CH:9]3[CH2:21][CH:6]([CH2:7][CH2:8]3)[C:5]=2[C:4]([C:2]2[S:3][CH:22]=[C:23]([C:25]3[CH:30]=[CH:29][CH:28]=[CH:27][CH:26]=3)[N:1]=2)=[N:12]1. (2) Reactant: [C:1]([O:5][C:6](=[O:15])[NH:7][C:8]1[CH:13]=[CH:12][CH:11]=[C:10]([OH:14])[CH:9]=1)([CH3:4])([CH3:3])[CH3:2].C(=O)([O-])[O-].[K+].[K+].Cl[C:23]1[CH:28]=[CH:27][C:26]([N+:29]([O-:31])=[O:30])=[CH:25][N:24]=1.O. Product: [C:1]([O:5][C:6](=[O:15])[NH:7][C:8]1[CH:13]=[CH:12][CH:11]=[C:10]([O:14][C:23]2[CH:28]=[CH:27][C:26]([N+:29]([O-:31])=[O:30])=[CH:25][N:24]=2)[CH:9]=1)([CH3:4])([CH3:2])[CH3:3]. The catalyst class is: 9. (3) Reactant: [Cl:1][C:2]1[CH:3]=[C:4]([C:8]([F:12])([F:11])[CH2:9][OH:10])[CH:5]=[CH:6][CH:7]=1.[F:13][C:14]([F:27])([F:26])[S:15](O[S:15]([C:14]([F:27])([F:26])[F:13])(=[O:17])=[O:16])(=[O:17])=[O:16].C(Cl)Cl.CO. Product: [Cl:1][C:2]1[CH:3]=[C:4]([C:8]([F:11])([F:12])[CH2:9][O:10][S:15]([C:14]([F:27])([F:26])[F:13])(=[O:17])=[O:16])[CH:5]=[CH:6][CH:7]=1. The catalyst class is: 2. (4) Reactant: [Cl:1][C:2]1[CH:11]=[CH:10][C:9]2[N:8]=[CH:7][C:6]3[C:12](=[O:36])[N:13](CC4C=CC(OC)=CC=4)[C:14](=[O:26])[N:15]([C:16]4[CH:21]=[CH:20][CH:19]=[C:18]([C:22]([F:25])([F:24])[F:23])[CH:17]=4)[C:5]=3[C:4]=2[N:3]=1.[N+]([O-])(O)=O.[N+]([O-])(O)=O.[N+]([O-])(O)=O.[N+]([O-])(O)=O.[N+]([O-])(O)=O.[N+]([O-])(O)=O.[Ce]. Product: [Cl:1][C:2]1[CH:11]=[CH:10][C:9]2[N:8]=[CH:7][C:6]3[C:12](=[O:36])[NH:13][C:14](=[O:26])[N:15]([C:16]4[CH:21]=[CH:20][CH:19]=[C:18]([C:22]([F:24])([F:25])[F:23])[CH:17]=4)[C:5]=3[C:4]=2[N:3]=1. The catalyst class is: 47. (5) Reactant: [CH2:1]([O:3][C:4]([C:6]1[C:10]([CH3:11])=[C:9]([C:12]2[CH:17]=[CH:16][C:15]([O:18][CH3:19])=[CH:14][CH:13]=2)[N:8]([C:20]2[CH:25]=[CH:24][C:23]([Cl:26])=[CH:22][C:21]=2[Cl:27])[N:7]=1)=[O:5])[CH3:2].[Br:28]N1C(=O)CCC1=O. Product: [CH2:1]([O:3][C:4]([C:6]1[C:10]([CH2:11][Br:28])=[C:9]([C:12]2[CH:13]=[CH:14][C:15]([O:18][CH3:19])=[CH:16][CH:17]=2)[N:8]([C:20]2[CH:25]=[CH:24][C:23]([Cl:26])=[CH:22][C:21]=2[Cl:27])[N:7]=1)=[O:5])[CH3:2]. The catalyst class is: 26. (6) Reactant: C(N(CC)CC)C.C(O)=O.[Br:11][C:12]1[C:13]([F:20])=[C:14]([CH:17]=[CH:18][CH:19]=1)[CH:15]=O.[CH3:21][C:22]1(C)[O:27]C(=O)CC(=O)[O:23]1. Product: [Br:11][C:12]1[C:13]([F:20])=[C:14]([CH2:15][CH2:21][C:22]([OH:27])=[O:23])[CH:17]=[CH:18][CH:19]=1. The catalyst class is: 9.